From a dataset of Full USPTO retrosynthesis dataset with 1.9M reactions from patents (1976-2016). Predict the reactants needed to synthesize the given product. Given the product [CH3:23][O:24][C:19]1[N:18]=[N:17][C:16]([N:7]2[C:8]([C:10]3[CH:11]=[N:12][N:13]([CH3:15])[CH:14]=3)=[CH:9][C:5]([C:3]([OH:2])=[O:4])=[N:6]2)=[CH:21][CH:20]=1, predict the reactants needed to synthesize it. The reactants are: C[O:2][C:3]([C:5]1[CH:9]=[C:8]([C:10]2[CH:11]=[N:12][N:13]([CH3:15])[CH:14]=2)[N:7]([C:16]2[N:17]=[N:18][C:19](Cl)=[CH:20][CH:21]=2)[N:6]=1)=[O:4].[CH3:23][O-:24].[Na+].O.Cl.